Dataset: Reaction yield outcomes from USPTO patents with 853,638 reactions. Task: Predict the reaction yield, written as a fraction of the theoretical maximum amount of product (1.0 means a 100% yield; for example, 0.34 means a 34% yield). (1) The product is [C:17]([O:20][CH2:21][C:22]1[C:23]([N:37]2[N:46]=[CH:45][C:44]3[C:39](=[C:40]([F:51])[CH:41]=[C:42]([C:47]([CH3:49])([CH3:48])[CH3:50])[CH:43]=3)[C:38]2=[O:52])=[N:24][CH:25]=[CH:26][C:27]=1[C:2]1[CH:3]=[C:4]([NH:10][C:11]2[N:12]=[CH:13][N:14]([CH3:16])[CH:15]=2)[C:5](=[O:9])[N:6]([CH3:8])[CH:7]=1)(=[O:19])[CH3:18]. The yield is 0.400. The catalyst is C1C=CC(P(C2C=CC=CC=2)[C-]2C=CC=C2)=CC=1.C1C=CC(P(C2C=CC=CC=2)[C-]2C=CC=C2)=CC=1.Cl[Pd]Cl.[Fe+2].O.C(#N)C. The reactants are Br[C:2]1[CH:3]=[C:4]([NH:10][C:11]2[N:12]=[CH:13][N:14]([CH3:16])[CH:15]=2)[C:5](=[O:9])[N:6]([CH3:8])[CH:7]=1.[C:17]([O:20][CH2:21][C:22]1[C:23]([N:37]2[N:46]=[CH:45][C:44]3[C:39](=[C:40]([F:51])[CH:41]=[C:42]([C:47]([CH3:50])([CH3:49])[CH3:48])[CH:43]=3)[C:38]2=[O:52])=[N:24][CH:25]=[CH:26][C:27]=1B1OC(C)(C)C(C)(C)O1)(=[O:19])[CH3:18].[O-]P([O-])([O-])=O.[K+].[K+].[K+].C([O-])(=O)C.[Na+]. (2) The reactants are [NH2:1][C:2]1[CH:20]=[CH:19][C:5]2[N:6]=[C:7]([NH:10][C:11]3[C:16]([Cl:17])=[CH:15][CH:14]=[CH:13][C:12]=3[Cl:18])[N:8]([CH3:9])[C:4]=2[C:3]=1[C:21]([NH2:23])=[O:22].[CH2:24]([N:27]=[C:28]=[S:29])[CH:25]=[CH2:26]. The product is [Cl:18][C:12]1[CH:13]=[CH:14][CH:15]=[C:16]([Cl:17])[C:11]=1[NH:10][C:7]1[N:8]([CH3:9])[C:4]2[C:3]([C:21]([NH2:23])=[O:22])=[C:2]([NH:1][C:28]([NH:27][CH2:24][CH:25]=[CH2:26])=[S:29])[CH:20]=[CH:19][C:5]=2[N:6]=1. The yield is 0.510. The catalyst is CN(C=O)C.[Cl-].[Na+].O. (3) The reactants are [Br:1][C:2]1[CH:7]=[CH:6][C:5]([Cl:8])=[C:4]([CH2:9][C:10]2[CH:15]=[CH:14][C:13]([O:16]C)=[CH:12][CH:11]=2)[CH:3]=1.B(Br)(Br)Br.O. The catalyst is C(Cl)Cl. The product is [Br:1][C:2]1[CH:7]=[CH:6][C:5]([Cl:8])=[C:4]([CH:3]=1)[CH2:9][C:10]1[CH:15]=[CH:14][C:13]([OH:16])=[CH:12][CH:11]=1. The yield is 0.970. (4) The reactants are FC(F)(F)S(O[C:7]1[N:8]=[C:9]([N:32]2[CH2:37][CH2:36][O:35][CH2:34][CH2:33]2)[CH:10]=[C:11]2[C:16]=1[N:15]([C:17](=[O:19])[CH3:18])[CH:14]([CH:20]1[CH2:22][CH2:21]1)[CH:13]([CH3:23])[CH:12]2[NH:24][C:25]1[CH:30]=[CH:29][CH:28]=[C:27]([CH3:31])[N:26]=1)(=O)=O.C(N(CC)CC)C.C(O)=O.CO. The catalyst is CN(C=O)C.C1C=CC(P(C2C=CC=CC=2)[C-]2C=CC=C2)=CC=1.C1C=CC(P(C2C=CC=CC=2)[C-]2C=CC=C2)=CC=1.Cl[Pd]Cl.[Fe+2]. The product is [CH:20]1([C@H:14]2[C@H:13]([CH3:23])[C@@H:12]([NH:24][C:25]3[CH:30]=[CH:29][CH:28]=[C:27]([CH3:31])[N:26]=3)[C:11]3[C:16](=[CH:7][N:8]=[C:9]([N:32]4[CH2:37][CH2:36][O:35][CH2:34][CH2:33]4)[CH:10]=3)[N:15]2[C:17](=[O:19])[CH3:18])[CH2:22][CH2:21]1. The yield is 0.600. (5) The reactants are CC1(C)CCCC(C)(C)N1.[Br:11][C:12]1[CH:17]=[CH:16][C:15]([F:18])=[CH:14][CH:13]=1.[B:19](OC(C)C)([O:24]C(C)C)[O:20]C(C)C. The catalyst is O1CCCC1. The product is [Br:11][C:12]1[CH:17]=[CH:16][C:15]([F:18])=[C:14]([B:19]([OH:24])[OH:20])[CH:13]=1. The yield is 0.760. (6) The reactants are Cl[C:2]1[N:7]=[C:6]([NH:8][C:9]([C:11]2([C:14]3[CH:24]=[CH:23][C:17]4[O:18][C:19]([F:22])([F:21])[O:20][C:16]=4[CH:15]=3)[CH2:13][CH2:12]2)=[O:10])[CH:5]=[CH:4][C:3]=1[CH3:25].[CH3:26][C:27]1[C:36](B2OC(C)(C)C(C)(C)O2)=[C:35]([CH3:46])[CH:34]=[CH:33][C:28]=1[C:29]([O:31][CH3:32])=[O:30].C(=O)([O-])[O-].[Na+].[Na+]. The catalyst is COCCOC.C1C=CC([P]([Pd]([P](C2C=CC=CC=2)(C2C=CC=CC=2)C2C=CC=CC=2)([P](C2C=CC=CC=2)(C2C=CC=CC=2)C2C=CC=CC=2)[P](C2C=CC=CC=2)(C2C=CC=CC=2)C2C=CC=CC=2)(C2C=CC=CC=2)C2C=CC=CC=2)=CC=1. The product is [F:21][C:19]1([F:22])[O:18][C:17]2[CH:23]=[CH:24][C:14]([C:11]3([C:9]([NH:8][C:6]4[N:7]=[C:2]([C:36]5[C:27]([CH3:26])=[C:28]([CH:33]=[CH:34][C:35]=5[CH3:46])[C:29]([O:31][CH3:32])=[O:30])[C:3]([CH3:25])=[CH:4][CH:5]=4)=[O:10])[CH2:13][CH2:12]3)=[CH:15][C:16]=2[O:20]1. The yield is 0.300. (7) The reactants are [CH3:1][C:2]1[CH:6]=[C:5]([CH3:7])[N:4]([C:8]2[CH:9]=[C:10]([CH:25]=[CH:26][CH:27]=2)[O:11][C:12]2[CH:24]=[CH:23][C:22]3[C:21]4[C:16](=[CH:17][CH:18]=[CH:19][CH:20]=4)[NH:15][C:14]=3[CH:13]=2)[N:3]=1.Br[C:29]1[N:34]=[CH:33][CH:32]=[CH:31][N:30]=1. No catalyst specified. The product is [CH3:1][C:2]1[CH:6]=[C:5]([CH3:7])[N:4]([C:8]2[CH:9]=[C:10]([CH:25]=[CH:26][CH:27]=2)[O:11][C:12]2[CH:24]=[CH:23][C:22]3[C:21]4[C:16](=[CH:17][CH:18]=[CH:19][CH:20]=4)[N:15]([C:29]4[N:34]=[CH:33][CH:32]=[CH:31][N:30]=4)[C:14]=3[CH:13]=2)[N:3]=1. The yield is 0.940. (8) The reactants are [Na].[CH2:2]([C:11]1[CH:16]=[CH:15][C:14]([CH2:17][N:18]2[CH2:22][CH2:21][CH:20]([C:23]([O:25][CH3:26])=[O:24])[CH2:19]2)=[CH:13][CH:12]=1)[CH2:3][CH2:4][CH2:5][CH2:6][CH2:7][CH2:8][CH2:9][CH3:10].C1(S(N2C(C3C=CC=CC=3)O2)(=O)=[O:34])C=CC=CC=1. The catalyst is C1COCC1. The product is [CH2:2]([C:11]1[CH:12]=[CH:13][C:14]([CH2:17][N:18]2[CH2:22][CH2:21][C:20]([C:23]([O:25][CH3:26])=[O:24])([OH:34])[CH2:19]2)=[CH:15][CH:16]=1)[CH2:3][CH2:4][CH2:5][CH2:6][CH2:7][CH2:8][CH2:9][CH3:10]. The yield is 0.0700. (9) The product is [F:12][C:13]([F:27])([F:28])[C:14]1[CH:15]=[C:16]([C:2]2[O:6][C:5]([C:7]([O:9][CH2:10][CH3:11])=[O:8])=[CH:4][CH:3]=2)[CH:17]=[C:18]([C:20]([F:21])([F:22])[F:23])[CH:19]=1. The reactants are Br[C:2]1[O:6][C:5]([C:7]([O:9][CH2:10][CH3:11])=[O:8])=[CH:4][CH:3]=1.[F:12][C:13]([F:28])([F:27])[C:14]1[CH:15]=[C:16](B(O)O)[CH:17]=[C:18]([C:20]([F:23])([F:22])[F:21])[CH:19]=1.C([O-])([O-])=O.[Na+].[Na+]. The catalyst is C1C=CC=CC=1.O.C1C=CC([P]([Pd]([P](C2C=CC=CC=2)(C2C=CC=CC=2)C2C=CC=CC=2)([P](C2C=CC=CC=2)(C2C=CC=CC=2)C2C=CC=CC=2)[P](C2C=CC=CC=2)(C2C=CC=CC=2)C2C=CC=CC=2)(C2C=CC=CC=2)C2C=CC=CC=2)=CC=1. The yield is 0.380.